This data is from Forward reaction prediction with 1.9M reactions from USPTO patents (1976-2016). The task is: Predict the product of the given reaction. (1) Given the reactants [F:1][C:2]([F:11])([F:10])[O:3][C:4]1[CH:9]=[CH:8][CH:7]=[CH:6][CH:5]=1.ClCCl.[Br:15]Br, predict the reaction product. The product is: [Br:15][C:7]1[CH:8]=[CH:9][C:4]([O:3][C:2]([F:10])([F:11])[F:1])=[CH:5][CH:6]=1. (2) Given the reactants [Cl:1][C:2]1[CH:3]=[C:4]([N+:9]([O-:11])=[O:10])[CH:5]=[CH:6][C:7]=1F.[NH:12]1[CH2:17][CH2:16][O:15][CH2:14][CH2:13]1, predict the reaction product. The product is: [Cl:1][C:2]1[CH:3]=[C:4]([N+:9]([O-:11])=[O:10])[CH:5]=[CH:6][C:7]=1[N:12]1[CH2:17][CH2:16][O:15][CH2:14][CH2:13]1. (3) Given the reactants Cl.[CH2:2]([O:9][C:10]1[CH:15]=[CH:14][C:13]([C:16]2[N:17]=[CH:18][N:19]([C:21]([N:23]([CH3:30])[CH:24]3[CH2:29][CH2:28][NH:27][CH2:26][CH2:25]3)=[O:22])[CH:20]=2)=[CH:12][CH:11]=1)[C:3]1[CH:8]=[CH:7][CH:6]=[CH:5][CH:4]=1.C(N(CC)C(C)C)(C)C.[CH3:40][O:41][C:42]1[CH:43]=[C:44]([CH:47]=[CH:48][CH:49]=1)[CH:45]=O.[Na].C(O)(=O)C, predict the reaction product. The product is: [CH2:2]([O:9][C:10]1[CH:11]=[CH:12][C:13]([C:16]2[N:17]=[CH:18][N:19]([C:21]([N:23]([CH:24]3[CH2:29][CH2:28][N:27]([CH2:45][C:44]4[CH:47]=[CH:48][CH:49]=[C:42]([O:41][CH3:40])[CH:43]=4)[CH2:26][CH2:25]3)[CH3:30])=[O:22])[CH:20]=2)=[CH:14][CH:15]=1)[C:3]1[CH:4]=[CH:5][CH:6]=[CH:7][CH:8]=1. (4) Given the reactants C([N:3]1[C:15]2[CH:14]=[CH:13][CH:12]=[CH:11][C:10]=2[C:9]2[C:4]1=[CH:5][CH:6]=[CH:7][CH:8]=2)C, predict the reaction product. The product is: [CH:5]1[C:4]2[NH:3][C:15]3[C:10](=[CH:11][CH:12]=[CH:13][CH:14]=3)[C:9]=2[CH:8]=[CH:7][CH:6]=1. (5) Given the reactants [CH:1]([N:4]1[CH2:9][CH2:8][CH:7]([O:10][C:11]2[CH:16]=[CH:15][C:14]([C:17]3([CH2:23][NH:24][CH2:25][CH3:26])[CH2:22][CH2:21][O:20][CH2:19][CH2:18]3)=[CH:13][CH:12]=2)[CH2:6][CH2:5]1)([CH3:3])[CH3:2].C(N([CH2:32][CH3:33])CC)C.C(OC(=O)C)(=[O:36])C.O, predict the reaction product. The product is: [CH:1]([N:4]1[CH2:9][CH2:8][CH:7]([O:10][C:11]2[CH:16]=[CH:15][C:14]([C:17]3([CH2:23][N:24]([CH2:32][CH3:33])[C:25](=[O:36])[CH3:26])[CH2:18][CH2:19][O:20][CH2:21][CH2:22]3)=[CH:13][CH:12]=2)[CH2:6][CH2:5]1)([CH3:3])[CH3:2]. (6) Given the reactants [CH3:13][C:12]([O:11][C:9](O[C:9]([O:11][C:12]([CH3:15])([CH3:14])[CH3:13])=[O:10])=[O:10])([CH3:15])[CH3:14].[NH2:16][C:17]1[CH:18]=[C:19]([C:24]2[N:28]=[C:27]([CH2:29][CH2:30][C:31](=[O:33])[CH3:32])[O:26][N:25]=2)[CH:20]=[CH:21][C:22]=1[CH3:23], predict the reaction product. The product is: [CH3:13][C:12]([CH3:15])([O:11][C:9]([N:16]([C:9]([O:11][C:12]([CH3:13])([CH3:14])[CH3:15])=[O:10])[C:17]1[CH:18]=[C:19]([C:24]2[N:28]=[C:27]([CH2:29][CH2:30][C:31](=[O:33])[CH3:32])[O:26][N:25]=2)[CH:20]=[CH:21][C:22]=1[CH3:23])=[O:10])[CH3:14]. (7) Given the reactants [Br:1][C:2]1[CH:3]=[C:4]2[C:9](N)=[N:8][C:7]([C:11]([CH3:14])([CH3:13])[CH3:12])=[N:6][CH:5]2[NH:15][C:16]=1[C:17]1[CH:22]=[CH:21][CH:20]=[CH:19][C:18]=1[Cl:23].CS(O)(=O)=[O:26].CCOC(C)=O, predict the reaction product. The product is: [Br:1][C:2]1[CH:3]=[C:4]2[C:9](=[O:26])[NH:8][C:7]([C:11]([CH3:14])([CH3:13])[CH3:12])=[N:6][CH:5]2[NH:15][C:16]=1[C:17]1[CH:22]=[CH:21][CH:20]=[CH:19][C:18]=1[Cl:23]. (8) Given the reactants [CH2:1]([N:5]1[C:14]2[C:9](=[CH:10][CH:11]=[CH:12][CH:13]=2)[N:8]([C:15]([N:17]2[CH2:21][CH2:20][CH:19]([C:22]3[CH:23]=[N:24][CH:25]=[CH:26][CH:27]=3)[CH2:18]2)=[O:16])[CH2:7][CH2:6]1)[CH2:2][CH2:3][CH3:4].[ClH:28], predict the reaction product. The product is: [ClH:28].[CH2:1]([N:5]1[C:14]2[C:9](=[CH:10][CH:11]=[CH:12][CH:13]=2)[N:8]([C:15]([N:17]2[CH2:21][CH2:20][CH:19]([C:22]3[CH:23]=[N:24][CH:25]=[CH:26][CH:27]=3)[CH2:18]2)=[O:16])[CH2:7][CH2:6]1)[CH2:2][CH2:3][CH3:4]. (9) Given the reactants [N+:1]([O-:4])(O)=[O:2].[Cl:5][C:6]1[C:7]2[CH:23]=[C:22]([OH:24])[C:21]([OH:25])=[CH:20][C:8]=2[S:9][C:10]=1[C:11]([N:13]1[CH2:18][CH2:17][CH:16]([OH:19])[CH2:15][CH2:14]1)=[O:12], predict the reaction product. The product is: [Cl:5][C:6]1[C:7]2[CH:23]=[C:22]([OH:24])[C:21]([OH:25])=[C:20]([N+:1]([O-:4])=[O:2])[C:8]=2[S:9][C:10]=1[C:11]([N:13]1[CH2:14][CH2:15][CH:16]([OH:19])[CH2:17][CH2:18]1)=[O:12]. (10) Given the reactants [CH:1]1([O:4][C:5]2[CH:6]=[C:7]([C:15]3[N:32](COCC[Si](C)(C)C)[C:18]4[CH:19]=[N:20][N:21]([CH2:24][O:25][CH2:26][CH2:27][Si:28]([CH3:31])([CH3:30])[CH3:29])[C:22](=[O:23])[C:17]=4[C:16]=3[CH2:41][CH2:42][C:43]3[CH:48]=[CH:47][CH:46]=[CH:45][CH:44]=3)[CH:8]=[CH:9][C:10]=2[O:11][CH:12]([F:14])[F:13])[CH2:3][CH2:2]1.C1(OC2C=C(C3N(COCC[Si](C)(C)C)C4C=NN(COCC[Si](C)(C)C)C(=O)C=4C=3C)C=CC=2OC(F)F)CC1, predict the reaction product. The product is: [CH:1]1([O:4][C:5]2[CH:6]=[C:7]([C:15]3[NH:32][C:18]4[CH:19]=[N:20][N:21]([CH2:24][O:25][CH2:26][CH2:27][Si:28]([CH3:31])([CH3:30])[CH3:29])[C:22](=[O:23])[C:17]=4[C:16]=3[CH2:41][CH2:42][C:43]3[CH:44]=[CH:45][CH:46]=[CH:47][CH:48]=3)[CH:8]=[CH:9][C:10]=2[O:11][CH:12]([F:14])[F:13])[CH2:2][CH2:3]1.